This data is from Full USPTO retrosynthesis dataset with 1.9M reactions from patents (1976-2016). The task is: Predict the reactants needed to synthesize the given product. Given the product [ClH:32].[NH:17]1[CH2:18][CH2:19][CH2:20][CH:15]([N:14]2[C:13]3[CH:28]=[CH:29][CH:30]=[CH:31][C:12]=3[N:11]=[C:10]2[NH:9][C:1](=[O:8])[C:2]2[CH:7]=[CH:6][CH:5]=[N:4][CH:3]=2)[CH2:16]1, predict the reactants needed to synthesize it. The reactants are: [C:1]([NH:9][C:10]1[N:14]([CH:15]2[CH2:20][CH2:19][CH2:18][N:17](C(OC(C)(C)C)=O)[CH2:16]2)[C:13]2[CH:28]=[CH:29][CH:30]=[CH:31][C:12]=2[N:11]=1)(=[O:8])[C:2]1[CH:7]=[CH:6][CH:5]=[N:4][CH:3]=1.[ClH:32].